The task is: Predict which catalyst facilitates the given reaction.. This data is from Catalyst prediction with 721,799 reactions and 888 catalyst types from USPTO. (1) The catalyst class is: 6. Reactant: [Br:1][C:2]1[CH:11]=[C:10]2[C:5]([CH:6]=[CH:7][CH:8]=[N:9]2)=[C:4]([O:12]C)[CH:3]=1.Br.N. Product: [OH:12][C:4]1[CH:3]=[C:2]([Br:1])[CH:11]=[C:10]2[C:5]=1[CH:6]=[CH:7][CH:8]=[N:9]2. (2) Reactant: [CH2:1]([O:8][C:9]1[CH:14]=[CH:13][C:12]([N:15]2[CH2:20][CH2:19][CH:18]([OH:21])[CH2:17][CH2:16]2)=[CH:11][CH:10]=1)[C:2]1[CH:7]=[CH:6][CH:5]=[CH:4][CH:3]=1.[H-].[Na+].Br[CH2:25][CH2:26][O:27][CH:28]1[CH2:33][CH2:32][CH2:31][CH2:30][O:29]1.C(OCC)(=O)C. Product: [CH2:1]([O:8][C:9]1[CH:14]=[CH:13][C:12]([N:15]2[CH2:20][CH2:19][CH:18]([O:21][CH2:25][CH2:26][O:27][CH:28]3[CH2:33][CH2:32][CH2:31][CH2:30][O:29]3)[CH2:17][CH2:16]2)=[CH:11][CH:10]=1)[C:2]1[CH:3]=[CH:4][CH:5]=[CH:6][CH:7]=1. The catalyst class is: 9. (3) Reactant: [N+:1]([C:4]1[CH:9]=[CH:8][CH:7]=[CH:6][C:5]=1[C:10](=[O:17])[CH2:11][C:12]([O:14][CH2:15][CH3:16])=[O:13])([O-:3])=[O:2].S(Cl)([Cl:21])(=O)=O.O.CCOC(C)=O. Product: [Cl:21][CH:11]([C:10]([C:5]1[CH:6]=[CH:7][CH:8]=[CH:9][C:4]=1[N+:1]([O-:3])=[O:2])=[O:17])[C:12]([O:14][CH2:15][CH3:16])=[O:13]. The catalyst class is: 27. (4) Reactant: [C:1]1([CH2:7][O:8][C:9](=[O:34])[NH:10][C@H:11]2[CH2:16][CH2:15][C@@H:14]([CH3:17])[N:13]([C:18]3[CH:23]=[C:22]([C:24]4[CH:29]=[CH:28][C:27]([C:30]#[N:31])=[C:26](F)[CH:25]=4)[N:21]=[C:20]([NH2:33])[N:19]=3)[CH2:12]2)[CH:6]=[CH:5][CH:4]=[CH:3][CH:2]=1.[NH2:35][NH2:36]. Product: [C:1]1([CH2:7][O:8][C:9](=[O:34])[NH:10][C@H:11]2[CH2:16][CH2:15][C@@H:14]([CH3:17])[N:13]([C:18]3[CH:23]=[C:22]([C:24]4[CH:25]=[C:26]5[C:27]([C:30]([NH2:31])=[N:35][NH:36]5)=[CH:28][CH:29]=4)[N:21]=[C:20]([NH2:33])[N:19]=3)[CH2:12]2)[CH:2]=[CH:3][CH:4]=[CH:5][CH:6]=1. The catalyst class is: 8. (5) The catalyst class is: 5. Product: [NH2:12][C:9]1[N:8]=[C:7]([C:13]2[CH:18]=[CH:17][C:16]([Cl:19])=[C:15]([O:20][CH3:21])[C:14]=2[F:22])[N:6]=[C:5]([C:3]([OH:4])=[O:2])[C:10]=1[Cl:11]. Reactant: C[O:2][C:3]([C:5]1[C:10]([Cl:11])=[C:9]([NH2:12])[N:8]=[C:7]([C:13]2[CH:18]=[CH:17][C:16]([Cl:19])=[C:15]([O:20][CH3:21])[C:14]=2[F:22])[N:6]=1)=[O:4].[OH-].[Na+].Cl. (6) Reactant: C([O:5][C:6]([C:8]1[C:9]([C:19]2[CH:24]=[CH:23][C:22]([Cl:25])=[CH:21][CH:20]=2)=[N:10][S:11][C:12]=1[C:13]1[CH:18]=[CH:17][CH:16]=[CH:15][CH:14]=1)=[O:7])(C)(C)C.C(O)(C(F)(F)F)=O. Product: [Cl:25][C:22]1[CH:21]=[CH:20][C:19]([C:9]2[C:8]([C:6]([OH:7])=[O:5])=[C:12]([C:13]3[CH:14]=[CH:15][CH:16]=[CH:17][CH:18]=3)[S:11][N:10]=2)=[CH:24][CH:23]=1. The catalyst class is: 2.